Regression. Given two drug SMILES strings and cell line genomic features, predict the synergy score measuring deviation from expected non-interaction effect. From a dataset of NCI-60 drug combinations with 297,098 pairs across 59 cell lines. Drug 1: CC12CCC3C(C1CCC2=O)CC(=C)C4=CC(=O)C=CC34C. Drug 2: C1=CC(=CC=C1C#N)C(C2=CC=C(C=C2)C#N)N3C=NC=N3. Cell line: U251. Synergy scores: CSS=53.9, Synergy_ZIP=-0.222, Synergy_Bliss=0.548, Synergy_Loewe=0.789, Synergy_HSA=0.783.